From a dataset of TCR-epitope binding with 47,182 pairs between 192 epitopes and 23,139 TCRs. Binary Classification. Given a T-cell receptor sequence (or CDR3 region) and an epitope sequence, predict whether binding occurs between them. (1) The epitope is ALSKGVHFV. The TCR CDR3 sequence is CASSKVQGRTLNNFSPLHF. Result: 0 (the TCR does not bind to the epitope). (2) The epitope is YLDAYNMMI. The TCR CDR3 sequence is CASSWSDRGTEAFF. Result: 0 (the TCR does not bind to the epitope). (3) The epitope is QASQEVKNW. The TCR CDR3 sequence is CASRPDRAGSNQPQHF. Result: 1 (the TCR binds to the epitope).